From a dataset of Forward reaction prediction with 1.9M reactions from USPTO patents (1976-2016). Predict the product of the given reaction. (1) Given the reactants [H-].[Na+].[F:3][C:4]([F:37])([F:36])[O:5][C:6]1[CH:11]=[CH:10][C:9](/[CH:12]=[CH:13]/[C:14]2[O:15][CH:16]=[C:17]([CH2:19][O:20][C:21]3[CH:26]=[CH:25][C:24]([CH2:27][CH2:28][CH2:29][CH2:30][C:31]4[N:32]=[N:33][NH:34][CH:35]=4)=[CH:23][CH:22]=3)[N:18]=2)=[CH:8][CH:7]=1.Br[CH2:39][CH2:40][CH2:41][OH:42], predict the reaction product. The product is: [F:37][C:4]([F:36])([F:3])[O:5][C:6]1[CH:11]=[CH:10][C:9](/[CH:12]=[CH:13]/[C:14]2[O:15][CH:16]=[C:17]([CH2:19][O:20][C:21]3[CH:26]=[CH:25][C:24]([CH2:27][CH2:28][CH2:29][CH2:30][C:31]4[CH:35]=[N:34][N:33]([CH2:39][CH2:40][CH2:41][OH:42])[N:32]=4)=[CH:23][CH:22]=3)[N:18]=2)=[CH:8][CH:7]=1. (2) Given the reactants C1(C2N=C(N3CCN(C4C=CC=CC=4OC)CC3)C3C(=CC(OC)=C(OC)C=3)N=2)CC1.[CH3:32][O:33][C:34]1[CH:39]=[C:38]([C:40]([O:42]C)=O)[C:37]([NH2:44])=[CH:36][C:35]=1[O:45][CH3:46].[CH:47]1([CH2:50][C:51]#[N:52])[CH2:49][CH2:48]1, predict the reaction product. The product is: [CH:47]1([CH2:50][C:51]2[N:52]=[C:40]([OH:42])[C:38]3[C:37](=[CH:36][C:35]([O:45][CH3:46])=[C:34]([O:33][CH3:32])[CH:39]=3)[N:44]=2)[CH2:49][CH2:48]1. (3) Given the reactants [OH:1][C:2]1([C:6]2[CH:11]=[CH:10][C:9]([NH:12][C:13](=[O:21])OC3C=CC=CC=3)=[CH:8][CH:7]=2)[CH2:5][O:4][CH2:3]1.Cl.[C:23]([C:27]1[CH:31]=[C:30]([CH2:32][NH2:33])[N:29]([C:34]2[CH:39]=[CH:38][CH:37]=[C:36]([Cl:40])[CH:35]=2)[N:28]=1)([CH3:26])([CH3:25])[CH3:24], predict the reaction product. The product is: [C:23]([C:27]1[CH:31]=[C:30]([CH2:32][NH:33][C:13]([NH:12][C:9]2[CH:8]=[CH:7][C:6]([C:2]3([OH:1])[CH2:3][O:4][CH2:5]3)=[CH:11][CH:10]=2)=[O:21])[N:29]([C:34]2[CH:39]=[CH:38][CH:37]=[C:36]([Cl:40])[CH:35]=2)[N:28]=1)([CH3:26])([CH3:24])[CH3:25]. (4) Given the reactants [CH2:1]([O:3][C:4]([C:6]1[N:7]=[C:8]([SH:11])[NH:9][CH:10]=1)=[O:5])[CH3:2].[F:12][C:13]([F:38])([F:37])[C:14]1[CH:15]=[CH:16][C:17]([O:20][C:21]2[CH:26]=[CH:25][C:24]([O:27][C:28]([N:30]3[CH2:35][CH2:34][CH:33](O)[CH2:32][CH2:31]3)=[O:29])=[CH:23][CH:22]=2)=[N:18][CH:19]=1, predict the reaction product. The product is: [F:38][C:13]([F:12])([F:37])[C:14]1[CH:15]=[CH:16][C:17]([O:20][C:21]2[CH:22]=[CH:23][C:24]([O:27][C:28]([N:30]3[CH2:35][CH2:34][CH:33]([S:11][C:8]4[NH:9][CH:10]=[C:6]([C:4]([O:3][CH2:1][CH3:2])=[O:5])[N:7]=4)[CH2:32][CH2:31]3)=[O:29])=[CH:25][CH:26]=2)=[N:18][CH:19]=1. (5) Given the reactants Cl[C:2]1[C:3]([O:8][CH:9]2[CH2:14][CH2:13][N:12]([C:15]3[CH:24]=[CH:23][C:22]4[C:17](=[CH:18][CH:19]=[CH:20][CH:21]=4)[N:16]=3)[CH2:11][CH2:10]2)=[N:4][CH:5]=[CH:6][N:7]=1.[NH:25]1[CH2:30][CH2:29][CH:28]([OH:31])[CH2:27][CH2:26]1.C([O-])([O-])=O.[K+].[K+].C(O)(C)C, predict the reaction product. The product is: [N:16]1[C:17]2[C:22](=[CH:21][CH:20]=[CH:19][CH:18]=2)[CH:23]=[CH:24][C:15]=1[N:12]1[CH2:13][CH2:14][CH:9]([O:8][C:3]2[C:2]([N:25]3[CH2:30][CH2:29][CH:28]([OH:31])[CH2:27][CH2:26]3)=[N:7][CH:6]=[CH:5][N:4]=2)[CH2:10][CH2:11]1. (6) Given the reactants CCN=C=NCCCN(C)C.C1C=CC2N(O)N=NC=2C=1.[CH3:22][CH:23]([O:25][C:26]1[N:31]=[CH:30][C:29]([C:32]([OH:34])=O)=[CH:28][C:27]=1[C:35]([F:38])([F:37])[F:36])[CH3:24].O[NH:40]/[C:41](=[N:58]\[H])/[C:42]1[CH:50]=[C:49]2[C:45]([C:46]([CH2:51][CH2:52][C:53]([O:55][CH2:56][CH3:57])=[O:54])=[CH:47][NH:48]2)=[CH:44][CH:43]=1.CCCC[N+](CCCC)(CCCC)CCCC.[F-], predict the reaction product. The product is: [CH3:24][CH:23]([O:25][C:26]1[N:31]=[CH:30][C:29]([C:32]2[O:34][N:58]=[C:41]([C:42]3[CH:50]=[C:49]4[C:45]([C:46]([CH2:51][CH2:52][C:53]([O:55][CH2:56][CH3:57])=[O:54])=[CH:47][NH:48]4)=[CH:44][CH:43]=3)[N:40]=2)=[CH:28][C:27]=1[C:35]([F:38])([F:37])[F:36])[CH3:22]. (7) Given the reactants [CH3:1][C:2]1[CH:9]=[CH:8][CH:7]=[C:6]([CH3:10])[C:3]=1[CH2:4][OH:5].N(C(OC(C)C)=O)=N[C:13](OC(C)C)=O.O[C:26]1[CH:27]=[C:28]([CH2:32][CH2:33][C:34]([O:36]CC)=[O:35])[CH:29]=[CH:30][CH:31]=1.C1(P(C2C=CC=CC=2)C2C=CC=CC=2)C=CC=CC=1, predict the reaction product. The product is: [CH3:1][C:2]1[CH:9]=[CH:8][CH:7]=[C:6]([CH3:10])[C:3]=1[CH2:4][O:5][C:30]1[CH:29]=[C:28]([CH2:32][CH:33]([CH3:13])[C:34]([OH:36])=[O:35])[CH:27]=[CH:26][CH:31]=1. (8) The product is: [F:1][C:2]1[CH:3]=[C:4]([C@H:9]2[N:14]([CH2:15][C:16]([NH:22][C:23]3[CH:24]=[C:25]4[C:46](=[CH:47][CH:48]=3)[CH2:45][C@:27]3([C:35]5[C:30](=[N:31][CH:32]=[CH:33][CH:34]=5)[N:29]([CH2:36][O:37][CH2:38][CH2:39][Si:40]([CH3:41])([CH3:42])[CH3:43])[C:28]3=[O:44])[CH2:26]4)=[O:18])[C:13](=[O:19])[C:12]([CH3:21])([CH3:20])[CH2:11][CH2:10]2)[CH:5]=[C:6]([F:8])[CH:7]=1. Given the reactants [F:1][C:2]1[CH:3]=[C:4]([C@H:9]2[N:14]([CH2:15][C:16]([OH:18])=O)[C:13](=[O:19])[C:12]([CH3:21])([CH3:20])[CH2:11][CH2:10]2)[CH:5]=[C:6]([F:8])[CH:7]=1.[NH2:22][C:23]1[CH:24]=[C:25]2[C:46](=[CH:47][CH:48]=1)[CH2:45][C@:27]1([C:35]3[C:30](=[N:31][CH:32]=[CH:33][CH:34]=3)[N:29]([CH2:36][O:37][CH2:38][CH2:39][Si:40]([CH3:43])([CH3:42])[CH3:41])[C:28]1=[O:44])[CH2:26]2.C1C=CC2N(O)N=NC=2C=1.C(Cl)CCl, predict the reaction product. (9) Given the reactants [C:1]1([C:8]2[CH:13]=[CH:12][CH:11]=[CH:10][CH:9]=2)[CH:6]=[CH:5][C:4]([NH2:7])=[CH:3][CH:2]=1.[CH3:14][O:15][C:16]([C:18]1[O:19][C:20]([CH3:25])=[C:21]([CH:23]=O)[CH:22]=1)=[O:17].C([BH3-])#N.[Na+], predict the reaction product. The product is: [CH3:14][O:15][C:16]([C:18]1[O:19][C:20]([CH3:25])=[C:21]([CH2:23][NH:7][C:4]2[CH:3]=[CH:2][C:1]([C:8]3[CH:13]=[CH:12][CH:11]=[CH:10][CH:9]=3)=[CH:6][CH:5]=2)[CH:22]=1)=[O:17].